Dataset: Catalyst prediction with 721,799 reactions and 888 catalyst types from USPTO. Task: Predict which catalyst facilitates the given reaction. Reactant: Br[C:2]1[CH:7]=[C:6]([Cl:8])[N:5]=[N:4][C:3]=1[Cl:9].[CH3:10][NH:11][CH2:12][CH2:13][OH:14]. Product: [Cl:9][C:3]1[N:4]=[N:5][C:6]([Cl:8])=[CH:7][C:2]=1[N:11]([CH2:12][CH2:13][OH:14])[CH3:10]. The catalyst class is: 32.